This data is from Forward reaction prediction with 1.9M reactions from USPTO patents (1976-2016). The task is: Predict the product of the given reaction. (1) The product is: [NH2:27][C:3]1[CH:4]=[C:5]([CH:25]=[CH:26][C:2]=1[CH3:1])[C:6]([NH:8][C:9]1[CH:14]=[C:13]([C:15]([F:16])([F:17])[F:18])[CH:12]=[C:11]([N:19]2[CH:23]=[CH:22][N:21]=[C:20]2[CH3:24])[CH:10]=1)=[O:7]. Given the reactants [CH3:1][C:2]1[CH:26]=[CH:25][C:5]([C:6]([NH:8][C:9]2[CH:14]=[C:13]([C:15]([F:18])([F:17])[F:16])[CH:12]=[C:11]([N:19]3[CH:23]=[CH:22][N:21]=[C:20]3[CH3:24])[CH:10]=2)=[O:7])=[CH:4][C:3]=1[N+:27]([O-])=O.O.O.Cl[Sn]Cl, predict the reaction product. (2) Given the reactants [Na].C(O[C:5](=[O:14])[C:6](=O)[CH2:7][C:8]([O:10][CH2:11][CH3:12])=[O:9])C.Cl.[CH3:16][O:17][C:18]1[CH:19]=[C:20]([NH:24][NH2:25])[CH:21]=[CH:22][CH:23]=1, predict the reaction product. The product is: [CH2:11]([O:10][C:8]([C:7]1[CH:6]=[C:5]([OH:14])[N:24]([C:20]2[CH:21]=[CH:22][CH:23]=[C:18]([O:17][CH3:16])[CH:19]=2)[N:25]=1)=[O:9])[CH3:12]. (3) Given the reactants C([N:11]1[CH2:16][CH2:15][N:14]([C:17]2[CH:22]=[C:21]([Cl:23])[C:20]([Cl:24])=[CH:19][C:18]=2[N+:25]([O-])=O)[C@@H:13]([C:28]([OH:30])=O)[CH2:12]1)(OCC1C=CC=CC=1)=O, predict the reaction product. The product is: [Cl:24][C:20]1[CH:19]=[C:18]2[C:17](=[CH:22][C:21]=1[Cl:23])[N:14]1[CH2:15][CH2:16][NH:11][CH2:12][C@@H:13]1[C:28](=[O:30])[NH:25]2. (4) The product is: [CH3:1][CH:2]([O:11][C:12]1[CH:17]=[CH:16][C:15]([C:18]2[CH:19]=[CH:20][C:21]([C:22]([OH:24])=[O:23])=[CH:26][CH:27]=2)=[CH:14][CH:13]=1)[CH2:3][NH:4][S:5]([CH:8]([CH3:9])[CH3:10])(=[O:7])=[O:6]. Given the reactants [CH3:1][CH:2]([O:11][C:12]1[CH:17]=[CH:16][C:15]([C:18]2[CH:27]=[CH:26][C:21]([C:22]([O:24]C)=[O:23])=[CH:20][CH:19]=2)=[CH:14][CH:13]=1)[CH2:3][NH:4][S:5]([CH:8]([CH3:10])[CH3:9])(=[O:7])=[O:6].[OH-].[Li+].C1COCC1.CO, predict the reaction product.